This data is from Full USPTO retrosynthesis dataset with 1.9M reactions from patents (1976-2016). The task is: Predict the reactants needed to synthesize the given product. Given the product [CH3:1][O:2][C:3](=[O:25])[C:4]1[CH:9]=[CH:8][C:7]([NH:10][C:11](=[O:24])[CH:12]([NH2:16])[CH2:13][CH2:14][CH3:15])=[N:6][CH:5]=1, predict the reactants needed to synthesize it. The reactants are: [CH3:1][O:2][C:3](=[O:25])[C:4]1[CH:9]=[CH:8][C:7]([NH:10][C:11](=[O:24])[CH:12]([NH:16]C(OC(C)(C)C)=O)[CH2:13][CH2:14][CH3:15])=[N:6][CH:5]=1.Cl.